Dataset: Forward reaction prediction with 1.9M reactions from USPTO patents (1976-2016). Task: Predict the product of the given reaction. (1) The product is: [Cl:19][C:4]1[CH:5]=[CH:6][CH:7]=[C:2]([I:1])[C:3]=1[OH:8]. Given the reactants [I:1][C:2]1[CH:7]=[CH:6][CH:5]=[CH:4][C:3]=1[OH:8].C(NC(C)C)(C)C.S(Cl)([Cl:19])(=O)=O, predict the reaction product. (2) Given the reactants Br[CH:2]1[C:6]2([C:14]3[C:9](=[CH:10][CH:11]=[CH:12][CH:13]=3)[NH:8][C:7]2=[O:15])[CH2:5][CH2:4][CH2:3]1.[H-].[Na+].C([Li])CCC.C([O:26][B:27](OC(C)C)[O:28]C(C)C)(C)C.Cl, predict the reaction product. The product is: [NH:8]1[C:9]2[C:14](=[CH:13][CH:12]=[CH:11][CH:10]=2)[C:6]2([CH:2]([B:27]([OH:28])[OH:26])[CH2:3][CH2:4][CH2:5]2)[C:7]1=[O:15]. (3) Given the reactants [CH2:1]([NH:4][C:5](=[O:9])[O:6][CH2:7][CH3:8])[C:2]#[CH:3].Cl[CH2:11][C:12]1[CH:13]=[N:14][CH:15]=[N:16][CH:17]=1.[OH-].[K+], predict the reaction product. The product is: [CH2:1]([N:4]([CH2:11][C:12]1[CH:13]=[N:14][CH:15]=[N:16][CH:17]=1)[C:5](=[O:9])[O:6][CH2:7][CH3:8])[C:2]#[CH:3].